Dataset: Full USPTO retrosynthesis dataset with 1.9M reactions from patents (1976-2016). Task: Predict the reactants needed to synthesize the given product. (1) Given the product [CH2:1]([N:8]1[CH2:17][CH2:16][C:15]2[N:14]=[C:13]([Cl:27])[CH:12]=[CH:11][C:10]=2[CH2:9]1)[C:2]1[CH:7]=[CH:6][CH:5]=[CH:4][CH:3]=1, predict the reactants needed to synthesize it. The reactants are: [CH2:1]([N:8]1[CH2:17][CH2:16][C:15]2[NH:14][C:13](=O)[CH2:12][CH2:11][C:10]=2[CH2:9]1)[C:2]1[CH:7]=[CH:6][CH:5]=[CH:4][CH:3]=1.C1(Cl)C(=O)C([Cl:27])=C(Cl)C(=O)C=1Cl.P(Cl)(Cl)(Cl)=O. (2) Given the product [CH3:24][C:15]1[CH:14]=[CH:13][C:22]2[C:17](=[C:18]([OH:23])[CH:19]=[CH:20][CH:21]=2)[N:16]=1, predict the reactants needed to synthesize it. The reactants are: FC1C=CC=CC=1CO.[H-].[Na+].Cl[C:13]1[C:22]2[C:17](=[C:18]([OH:23])[CH:19]=[CH:20][CH:21]=2)[N:16]=[C:15]([CH3:24])[CH:14]=1. (3) Given the product [Cl:25][C:23]1[CH:22]=[CH:21][C:19]2[S:20][C:3]3[C:2]([C:27]#[N:28])=[CH:7][N:6]=[C:5]([NH:8][CH2:9][C:10]4[CH:15]=[CH:14][C:13]([O:16][CH3:17])=[CH:12][CH:11]=4)[C:4]=3[C:18]=2[CH:24]=1, predict the reactants needed to synthesize it. The reactants are: Br[C:2]1[C:3]2[S:20][C:19]3[CH:21]=[CH:22][C:23]([Cl:25])=[CH:24][C:18]=3[C:4]=2[C:5]([NH:8][CH2:9][C:10]2[CH:15]=[CH:14][C:13]([O:16][CH3:17])=[CH:12][CH:11]=2)=[N:6][CH:7]=1.O.[CH3:27][N:28](C=O)C. (4) Given the product [CH3:23][O:22][C:20]([CH:10]1[CH2:9][N:8]([C:6]([O:5][C:1]([CH3:3])([CH3:4])[CH3:2])=[O:7])[C:13]2[CH:14]=[C:15]([Cl:19])[C:16]([NH:18][C:24]([O:26][C:27]([CH3:30])([CH3:29])[CH3:28])=[O:25])=[CH:17][C:12]=2[O:11]1)=[O:42], predict the reactants needed to synthesize it. The reactants are: [C:1]([O:5][C:6]([N:8]1[C:13]2[CH:14]=[C:15]([Cl:19])[C:16]([NH2:18])=[CH:17][C:12]=2[O:11][CH:10]([C:20]([O:22][CH3:23])=C)[CH2:9]1)=[O:7])([CH3:4])([CH3:3])[CH3:2].[C:24](O[C:24]([O:26][C:27]([CH3:30])([CH3:29])[CH3:28])=[O:25])([O:26][C:27]([CH3:30])([CH3:29])[CH3:28])=[O:25].C1C[O:42]CC1.O1CCOCC1. (5) Given the product [F:24][C:23]([F:26])([F:25])[C:18]1[CH:19]=[CH:20][CH:21]=[CH:22][C:17]=1[CH:14]1[CH2:15][CH2:16][N:11]([C:9]([C:3]2[C:4]3[CH2:8][N:7]([C:27](=[O:29])[CH3:28])[CH2:6][C:5]=3[NH:1][N:2]=2)=[O:10])[CH2:12][CH2:13]1, predict the reactants needed to synthesize it. The reactants are: [NH:1]1[C:5]2[CH2:6][NH:7][CH2:8][C:4]=2[C:3]([C:9]([N:11]2[CH2:16][CH2:15][CH:14]([C:17]3[CH:22]=[CH:21][CH:20]=[CH:19][C:18]=3[C:23]([F:26])([F:25])[F:24])[CH2:13][CH2:12]2)=[O:10])=[N:2]1.[C:27](Cl)(=[O:29])[CH3:28].C(=O)C.